Dataset: Reaction yield outcomes from USPTO patents with 853,638 reactions. Task: Predict the reaction yield, written as a fraction of the theoretical maximum amount of product (1.0 means a 100% yield; for example, 0.34 means a 34% yield). The reactants are [CH2:1]([O:3][C:4]1[CH:5]=[C:6]2[C:11](=[C:12]3[CH2:16][C:15]([CH3:18])([CH3:17])[O:14][C:13]=13)[C:10]([C:19]1[CH:24]=[CH:23][C:22]([CH2:25][C:26]([O:28]C)=[O:27])=[C:21]([NH:30][C:31]([C:33]3[CH:38]=[CH:37][CH:36]=[CH:35][N:34]=3)=[O:32])[CH:20]=1)=[N:9][C:8]([CH3:40])([CH3:39])[CH2:7]2)[CH3:2].[OH-].[Na+].Cl. The catalyst is CO. The product is [CH2:1]([O:3][C:4]1[CH:5]=[C:6]2[C:11](=[C:12]3[CH2:16][C:15]([CH3:18])([CH3:17])[O:14][C:13]=13)[C:10]([C:19]1[CH:24]=[CH:23][C:22]([CH2:25][C:26]([OH:28])=[O:27])=[C:21]([NH:30][C:31]([C:33]3[CH:38]=[CH:37][CH:36]=[CH:35][N:34]=3)=[O:32])[CH:20]=1)=[N:9][C:8]([CH3:39])([CH3:40])[CH2:7]2)[CH3:2]. The yield is 0.500.